Dataset: Forward reaction prediction with 1.9M reactions from USPTO patents (1976-2016). Task: Predict the product of the given reaction. (1) Given the reactants [CH3:1][N:2]1[C@@H:12]2[CH2:13][C:14]3[CH:19]=[CH:18][C:17]([OH:20])=[C:16]4[O:21][C@H:6]5[C:7]([CH:9]=[CH:10][C@:11]2([OH:22])[C@:5]5([C:15]=34)[CH2:4][CH2:3]1)=[O:8].CN1[C:28](=O)[CH2:27][CH2:26][CH2:25]1.C1(C=O)CCC1.[H][H], predict the reaction product. The product is: [CH:19]1[C:14]2[CH2:13][C@H:12]3[N:2]([CH2:1][CH:25]4[CH2:28][CH2:27][CH2:26]4)[CH2:3][CH2:4][C@:5]45[C@H:6]([C@@H:7]([OH:8])[CH2:9][CH2:10][C@@:11]34[OH:22])[O:21][C:16]([C:15]=25)=[C:17]([OH:20])[CH:18]=1. (2) Given the reactants [F:1][C:2]([F:26])([C:22]([F:25])([F:24])[F:23])[CH2:3][CH2:4][CH2:5][CH2:6][CH2:7][CH2:8][O:9][CH2:10][CH2:11][CH2:12][CH2:13][CH2:14][CH2:15][CH2:16][CH2:17][CH2:18][CH2:19][CH2:20][OH:21].CCN(CC)CC.[CH3:34][S:35](Cl)(=[O:37])=[O:36], predict the reaction product. The product is: [F:1][C:2]([F:26])([C:22]([F:23])([F:24])[F:25])[CH2:3][CH2:4][CH2:5][CH2:6][CH2:7][CH2:8][O:9][CH2:10][CH2:11][CH2:12][CH2:13][CH2:14][CH2:15][CH2:16][CH2:17][CH2:18][CH2:19][CH2:20][O:21][S:35]([CH3:34])(=[O:37])=[O:36]. (3) Given the reactants [F:1][C:2]1[CH:20]=[CH:19][C:5]([CH2:6][N:7]2[C:15]3[C:10](=[CH:11][CH:12]=[CH:13][CH:14]=3)[CH:9]=[C:8]2[C:16](O)=[O:17])=[CH:4][CH:3]=1.C(Cl)CCl.C1C=CC2N(O)N=NC=2C=1.[N:35]1([C:41]([CH:43]2[CH2:48][CH2:47][NH:46][CH2:45][CH2:44]2)=[O:42])[CH2:40][CH2:39][CH2:38][CH2:37][CH2:36]1, predict the reaction product. The product is: [F:1][C:2]1[CH:3]=[CH:4][C:5]([CH2:6][N:7]2[C:15]3[C:10](=[CH:11][CH:12]=[CH:13][CH:14]=3)[CH:9]=[C:8]2[C:16]([N:46]2[CH2:45][CH2:44][CH:43]([C:41]([N:35]3[CH2:40][CH2:39][CH2:38][CH2:37][CH2:36]3)=[O:42])[CH2:48][CH2:47]2)=[O:17])=[CH:19][CH:20]=1. (4) Given the reactants [Cl:1][C:2]1[CH:11]=[CH:10][CH:9]=[C:8]2[C:3]=1[CH:4](I)[CH2:5][CH2:6][O:7]2.[B:13]1([B:13]2[O:17][C:16]([CH3:19])([CH3:18])[C:15]([CH3:21])([CH3:20])[O:14]2)[O:17][C:16]([CH3:19])([CH3:18])[C:15]([CH3:21])([CH3:20])[O:14]1.C([O-])(=O)C.[K+], predict the reaction product. The product is: [Cl:1][C:2]1[C:11]([B:13]2[O:17][C:16]([CH3:19])([CH3:18])[C:15]([CH3:21])([CH3:20])[O:14]2)=[CH:10][CH:9]=[C:8]2[C:3]=1[CH2:4][CH2:5][CH2:6][O:7]2. (5) Given the reactants C(OC([N:8]1[CH2:13][C@@H:12]([CH3:14])[N:11]([CH2:15][CH2:16][CH2:17][N:18]([CH:30]2[CH2:39][C:38]3[C:33](=[CH:34][CH:35]=[C:36]([Br:40])[CH:37]=3)[O:32][CH2:31]2)[C:19]([NH:21][C:22]2[CH:27]=[CH:26][C:25]([F:28])=[C:24]([Cl:29])[CH:23]=2)=[O:20])[CH2:10][C@@H:9]1[CH3:41])=O)(C)(C)C.C(O)(C(F)(F)F)=O.C(Cl)Cl, predict the reaction product. The product is: [Br:40][C:36]1[CH:37]=[C:38]2[C:33](=[CH:34][CH:35]=1)[O:32][CH2:31][CH:30]([N:18]([CH2:17][CH2:16][CH2:15][N:11]1[CH2:10][C@H:9]([CH3:41])[NH:8][CH2:13][C@H:12]1[CH3:14])[C:19]([NH:21][C:22]1[CH:27]=[CH:26][C:25]([F:28])=[C:24]([Cl:29])[CH:23]=1)=[O:20])[CH2:39]2. (6) Given the reactants [Br:1][C:2]1[CH:7]=[CH:6][C:5]([N:8]2[C:12](=[O:13])[NH:11][N:10]=[CH:9]2)=[C:4]([F:14])[CH:3]=1.[H-].[Na+].Cl.Cl[CH2:19][CH2:20][N:21]1[CH2:25][CH2:24][CH2:23][CH2:22]1, predict the reaction product. The product is: [Br:1][C:2]1[CH:7]=[CH:6][C:5]([N:8]2[C:12](=[O:13])[N:11]([CH2:19][CH2:20][N:21]3[CH2:25][CH2:24][CH2:23][CH2:22]3)[N:10]=[CH:9]2)=[C:4]([F:14])[CH:3]=1. (7) Given the reactants [CH3:1][O:2][C:3]1[CH:8]=[CH:7][C:6]([NH2:9])=[CH:5][CH:4]=1.C1(P(C2CCCCC2)C2C=CC=CC=2C2C(C(C)C)=CC(C(C)C)=CC=2C(C)C)CCCCC1.C(=O)([O-])[O-].[Cs+].[Cs+].FC(F)(F)S(O[C:56]1[CH:57]=[C:58]2[C:63](=[CH:64][CH:65]=1)[CH2:62][CH:61]([C:66]([O:68][CH3:69])=[O:67])[CH2:60][CH2:59]2)(=O)=O, predict the reaction product. The product is: [CH3:1][O:2][C:3]1[CH:8]=[CH:7][C:6]([NH:9][C:56]2[CH:57]=[C:58]3[C:63](=[CH:64][CH:65]=2)[CH2:62][CH:61]([C:66]([O:68][CH3:69])=[O:67])[CH2:60][CH2:59]3)=[CH:5][CH:4]=1. (8) Given the reactants [CH2:1]([O:3][C:4](=[O:26])/[C:5](=[CH:11]/[C:12]1[CH:17]=[CH:16][C:15]([N:18]2[CH:22]=[C:21]([CH3:23])[N:20]=[CH:19]2)=[C:14]([O:24][CH3:25])[CH:13]=1)/[CH2:6][CH2:7][CH2:8][CH:9]=O)[CH3:2].[F:27][C:28]1[CH:29]=[C:30]([CH:33]=[CH:34][CH:35]=1)[CH2:31][NH2:32].C(O[BH-](OC(=O)C)OC(=O)C)(=O)C.[Na+].O.C(=O)(O)[O-].[Na+], predict the reaction product. The product is: [CH2:1]([O:3][C:4](=[O:26])/[C:5](=[CH:11]/[C:12]1[CH:17]=[CH:16][C:15]([N:18]2[CH:22]=[C:21]([CH3:23])[N:20]=[CH:19]2)=[C:14]([O:24][CH3:25])[CH:13]=1)/[CH2:6][CH2:7][CH2:8][CH2:9][NH:32][CH2:31][C:30]1[CH:33]=[CH:34][CH:35]=[C:28]([F:27])[CH:29]=1)[CH3:2].